From a dataset of Reaction yield outcomes from USPTO patents with 853,638 reactions. Predict the reaction yield, written as a fraction of the theoretical maximum amount of product (1.0 means a 100% yield; for example, 0.34 means a 34% yield). (1) The yield is 0.820. The product is [Br:1][C:2]1[CH:7]=[C:6]([N+:35]([O-:37])=[O:36])[C:5]([NH:8][C:9](=[O:14])[C:10]([CH3:13])([CH3:12])[CH3:11])=[C:4]([C:15]2[C:20]([F:21])=[CH:19][CH:18]=[CH:17][N:16]=2)[CH:3]=1. The catalyst is C(O)(C(F)(F)F)=O.O. The reactants are [Br:1][C:2]1[CH:7]=[CH:6][C:5]([NH:8][C:9](=[O:14])[C:10]([CH3:13])([CH3:12])[CH3:11])=[C:4]([C:15]2[C:20]([F:21])=[CH:19][CH:18]=[CH:17][N:16]=2)[CH:3]=1.C(OC(C(F)(F)F)=O)(C(F)(F)F)=O.[N+:35]([O-])([OH:37])=[O:36].CO. (2) The reactants are C([O:3][C:4]([C:6]1[N:10]([CH2:11][C:12]2[CH:17]=[CH:16][C:15]([C:18]([F:21])([F:20])[F:19])=[CH:14][C:13]=2[Cl:22])[N:9]=[C:8]([C:23]([CH3:26])([CH3:25])[CH3:24])[CH:7]=1)=O)C.[H-].C([Al+]CC(C)C)C(C)C.O.O.O.O.O.O.O.O.O.O.[O-]S([O-])(=O)=O.[Na+].[Na+]. The catalyst is O1CCCC1.C1(C)C=CC=CC=1. The product is [C:23]([C:8]1[CH:7]=[C:6]([CH2:4][OH:3])[N:10]([CH2:11][C:12]2[CH:17]=[CH:16][C:15]([C:18]([F:21])([F:20])[F:19])=[CH:14][C:13]=2[Cl:22])[N:9]=1)([CH3:26])([CH3:24])[CH3:25]. The yield is 0.230. (3) The product is [Cl:9][CH2:10][CH2:11][CH2:12][CH2:13][CH2:14][C:15]([NH:1][C:2]1[CH:7]=[CH:6][CH:5]=[CH:4][C:3]=1[OH:8])=[O:16]. The reactants are [NH2:1][C:2]1[CH:7]=[CH:6][CH:5]=[CH:4][C:3]=1[OH:8].[Cl:9][CH2:10][CH2:11][CH2:12][CH2:13][CH2:14][C:15](Cl)=[O:16].C(N(CC)CC)C. The catalyst is C(OCC)(=O)C. The yield is 0.860. (4) The reactants are [F:1][C:2]([F:22])([F:21])[CH:3]([C:5]1[CH:10]=[CH:9][C:8]([O:11][C:12]2[CH:17]=[CH:16][CH:15]=[C:14]([F:18])[N:13]=2)=[C:7]([O:19][CH3:20])[CH:6]=1)[OH:4].[S:23](Cl)([C:26]1[CH:32]=[CH:31][C:29]([CH3:30])=[CH:28][CH:27]=1)(=[O:25])=[O:24]. The catalyst is CN(C1C=CN=CC=1)C.ClCCl. The product is [CH3:30][C:29]1[CH:31]=[CH:32][C:26]([S:23]([O:4][CH:3]([C:5]2[CH:10]=[CH:9][C:8]([O:11][C:12]3[CH:17]=[CH:16][CH:15]=[C:14]([F:18])[N:13]=3)=[C:7]([O:19][CH3:20])[CH:6]=2)[C:2]([F:1])([F:21])[F:22])(=[O:25])=[O:24])=[CH:27][CH:28]=1. The yield is 0.410.